Task: Predict the product of the given reaction.. Dataset: Forward reaction prediction with 1.9M reactions from USPTO patents (1976-2016) (1) Given the reactants [Br:1][CH2:2][C:3]1[CH:16]=[CH:15][C:6]([O:7][Si:8]([C:11]([CH3:14])([CH3:13])[CH3:12])([CH3:10])[CH3:9])=[C:5]([O:17][CH2:18][CH3:19])[CH:4]=1.[CH:20]1[CH:25]=[CH:24][C:23]([P:26]([C:33]2[CH:38]=[CH:37][CH:36]=[CH:35][CH:34]=2)[C:27]2[CH:32]=[CH:31][CH:30]=[CH:29][CH:28]=2)=[CH:22][CH:21]=1, predict the reaction product. The product is: [Br-:1].[Si:8]([O:7][C:6]1[CH:15]=[CH:16][C:3]([CH2:2][P+:26]([C:27]2[CH:28]=[CH:29][CH:30]=[CH:31][CH:32]=2)([C:33]2[CH:38]=[CH:37][CH:36]=[CH:35][CH:34]=2)[C:23]2[CH:22]=[CH:21][CH:20]=[CH:25][CH:24]=2)=[CH:4][C:5]=1[O:17][CH2:18][CH3:19])([C:11]([CH3:14])([CH3:13])[CH3:12])([CH3:10])[CH3:9]. (2) Given the reactants [Cl:1][C:2]1[C:7]([F:8])=[C:6]([O:9]C)[CH:5]=[CH:4][C:3]=1[CH:11]([NH:22][C:23]1[CH:32]=[CH:31][CH:30]=[C:29]2[C:24]=1[CH:25]=[CH:26][C:27]([CH3:33])=[N:28]2)[C:12]([CH2:18][S:19][CH2:20][CH3:21])([C:14]([F:17])([F:16])[F:15])[OH:13].B(Br)(Br)Br, predict the reaction product. The product is: [Cl:1][C:2]1[C:7]([F:8])=[C:6]([OH:9])[CH:5]=[CH:4][C:3]=1[CH:11]([NH:22][C:23]1[CH:32]=[CH:31][CH:30]=[C:29]2[C:24]=1[CH:25]=[CH:26][C:27]([CH3:33])=[N:28]2)[C:12]([CH2:18][S:19][CH2:20][CH3:21])([C:14]([F:16])([F:15])[F:17])[OH:13].